From a dataset of Full USPTO retrosynthesis dataset with 1.9M reactions from patents (1976-2016). Predict the reactants needed to synthesize the given product. (1) Given the product [Br:1][C:2]1[CH:22]=[CH:21][C:5]([CH2:6][C@@H:7]([NH:8][C:9]([NH:46][C:47]23[CH2:54][CH2:53][C:50]([OH:55])([CH2:51][CH2:52]2)[CH2:49][CH2:48]3)=[O:20])[C:11]2[NH:10][C:14]3[CH:15]=[C:16]([F:19])[CH:17]=[CH:18][C:13]=3[N:12]=2)=[CH:4][CH:3]=1, predict the reactants needed to synthesize it. The reactants are: [Br:1][C:2]1[CH:22]=[CH:21][C:5]([CH2:6][C@@H:7]2[C:11]3=[N:12][C:13]4[CH:18]=[CH:17][C:16]([F:19])=[CH:15][C:14]=4[N:10]3[C:9](=[O:20])[NH:8]2)=[CH:4][CH:3]=1.BrC1C=CC(C[C@@H]2C3=NC4C=C(F)C=CC=4N3C(=O)N2)=CC=1.Cl.[NH2:46][C:47]12[CH2:54][CH2:53][C:50]([OH:55])([CH2:51][CH2:52]1)[CH2:49][CH2:48]2.C(O)(C(F)(F)F)=O. (2) Given the product [CH:12]12[CH2:19][CH2:18][CH:15]([CH2:16][CH2:17]1)[CH2:14][CH:13]2[C:20]([NH:22][C:23]1[S:24][C:25]([CH2:31][CH2:32][CH2:33][NH:34][CH3:35])=[C:26]([CH3:30])[C:27]=1[C:28]#[N:29])=[O:21], predict the reactants needed to synthesize it. The reactants are: CN1C(=O)CC(=O)N(C)C1=O.[CH:12]12[CH2:19][CH2:18][CH:15]([CH2:16][CH2:17]1)[CH2:14][CH:13]2[C:20]([NH:22][C:23]1[S:24][C:25]([CH2:31][CH2:32][CH2:33][NH:34][CH2:35]C=CC)=[C:26]([CH3:30])[C:27]=1[C:28]#[N:29])=[O:21].